From a dataset of Reaction yield outcomes from USPTO patents with 853,638 reactions. Predict the reaction yield, written as a fraction of the theoretical maximum amount of product (1.0 means a 100% yield; for example, 0.34 means a 34% yield). (1) The reactants are [N:1]([C:4]1[CH:36]=[CH:35][C:7]2[NH:8][C:9]([C:14]3[C:15](=[O:34])[N:16]([CH2:26][C:27]4[CH:32]=[CH:31][C:30]([F:33])=[CH:29][CH:28]=4)[C@@H:17]4[C@H:22]([C:23]=3[OH:24])[C@@H:21]3[CH2:25][C@H:18]4[CH2:19][CH2:20]3)=[N:10][S:11](=[O:13])(=[O:12])[C:6]=2[CH:5]=1)=[N+]=[N-]. The catalyst is CO.C(OCC)(=O)C.[Pd]. The product is [NH2:1][C:4]1[CH:36]=[CH:35][C:7]2[NH:8][C:9]([C:14]3[C:15](=[O:34])[N:16]([CH2:26][C:27]4[CH:28]=[CH:29][C:30]([F:33])=[CH:31][CH:32]=4)[C@@H:17]4[C@H:22]([C:23]=3[OH:24])[C@@H:21]3[CH2:25][C@H:18]4[CH2:19][CH2:20]3)=[N:10][S:11](=[O:12])(=[O:13])[C:6]=2[CH:5]=1. The yield is 0.480. (2) The reactants are [CH:1]1([C:4]([C:6](=[CH:9]OCC)[C:7]#[N:8])=O)[CH2:3][CH2:2]1.O.[NH2:14][NH2:15]. The catalyst is C(O)C. The product is [CH:1]1([C:4]2[C:6]([C:7]#[N:8])=[CH:9][NH:15][N:14]=2)[CH2:2][CH2:3]1. The yield is 0.620. (3) The reactants are [OH:1][CH2:2][C:3]([C:6]1[CH:10]=[C:9]([NH:11][C:12](=[O:26])[C:13]([CH3:25])([S:15]([CH2:18][CH:19]2[CH2:24][CH2:23][O:22][CH2:21][CH2:20]2)(=[O:17])=[O:16])[CH3:14])[O:8][N:7]=1)([CH3:5])[CH3:4].[H-].[Na+].[CH3:29]I. The catalyst is C1COCC1. The product is [CH3:29][O:1][CH2:2][C:3]([C:6]1[CH:10]=[C:9]([NH:11][C:12](=[O:26])[C:13]([CH3:14])([S:15]([CH2:18][CH:19]2[CH2:24][CH2:23][O:22][CH2:21][CH2:20]2)(=[O:17])=[O:16])[CH3:25])[O:8][N:7]=1)([CH3:5])[CH3:4]. The yield is 0.280. (4) The reactants are [C:1]([C:4]1[C:9]([C:10]2[CH:15]=[CH:14][CH:13]=[CH:12][CH:11]=2)=[N:8][N:7]([CH2:16][CH3:17])[C:6](=[O:18])[C:5]=1[N+:19]([O-])=O)(=[O:3])[CH3:2].N[C:23]1[CH:28]=[CH:27][C:26]([N+:29]([O-:31])=[O:30])=[CH:25][N:24]=1. The catalyst is C(O)C. The product is [C:1]([C:4]1[C:9]([C:10]2[CH:11]=[CH:12][CH:13]=[CH:14][CH:15]=2)=[N:8][N:7]([CH2:16][CH3:17])[C:6](=[O:18])[C:5]=1[NH:19][C:23]1[CH:28]=[CH:27][C:26]([N+:29]([O-:31])=[O:30])=[CH:25][N:24]=1)(=[O:3])[CH3:2]. The yield is 0.343. (5) The reactants are F[C:2](F)(F)[C:3](O)=[O:4].[O:8]=[S:9]1(=[O:37])[CH2:14][CH:13]=[C:12]([C:15]2[CH:20]=[C:19]([CH:21]3[CH2:26][CH2:25][NH:24][CH2:23][CH2:22]3)[CH:18]=[CH:17][C:16]=2[NH:27][C:28]([C:30]2[NH:31][CH:32]=[C:33]([C:35]#[N:36])[N:34]=2)=[O:29])[CH2:11][CH2:10]1.CCN(C(C)C)C(C)C.C(OC(=O)C)(=O)C.CCOC(C)=O. The catalyst is C(Cl)Cl.CN(C=O)C. The product is [C:3]([N:24]1[CH2:25][CH2:26][CH:21]([C:19]2[CH:18]=[CH:17][C:16]([NH:27][C:28]([C:30]3[NH:31][CH:32]=[C:33]([C:35]#[N:36])[N:34]=3)=[O:29])=[C:15]([C:12]3[CH2:13][CH2:14][S:9](=[O:8])(=[O:37])[CH2:10][CH:11]=3)[CH:20]=2)[CH2:22][CH2:23]1)(=[O:4])[CH3:2]. The yield is 0.950. (6) The reactants are [C:1]([N:4]1[CH2:9][CH2:8][NH:7][CH2:6][CH2:5]1)(=[O:3])[CH3:2].Br[C:11]1[CH:20]=[CH:19][C:14]([C:15]([O:17][CH3:18])=[O:16])=[CH:13][CH:12]=1.P([O-])([O-])([O-])=O.[K+].[K+].[K+].C1(P(C2CCCCC2)C2C=CC=CC=2C2C(OC)=CC=CC=2OC)CCCCC1. The catalyst is C1(C)C=CC=CC=1. The product is [C:1]([N:4]1[CH2:9][CH2:8][N:7]([C:11]2[CH:20]=[CH:19][C:14]([C:15]([O:17][CH3:18])=[O:16])=[CH:13][CH:12]=2)[CH2:6][CH2:5]1)(=[O:3])[CH3:2]. The yield is 0.562. (7) The reactants are [NH:1]1[CH:5]=[CH:4][N:3]=[C:2]1[CH:6]=[O:7].C(=O)([O-])[O-].[K+].[K+].Br[CH2:15][C:16]1[CH:21]=[CH:20][CH:19]=[CH:18][CH:17]=1. The catalyst is C(#N)C. The product is [CH2:15]([N:1]1[CH:5]=[CH:4][N:3]=[C:2]1[CH:6]=[O:7])[C:16]1[CH:21]=[CH:20][CH:19]=[CH:18][CH:17]=1. The yield is 0.950. (8) The catalyst is ClCCl.Cl. The reactants are [CH3:1][N:2]([CH3:7])[CH2:3][C:4](O)=[O:5].C(N(CC)CC)C.CN(C(ON1N=NC2C=CC=NC1=2)=[N+](C)C)C.F[P-](F)(F)(F)(F)F.Cl.[NH2:40][CH2:41][CH2:42][O:43][C:44]1[CH:49]=[CH:48][C:47]([NH:50][C:51](=[O:60])[C:52]2[CH:57]=[CH:56][CH:55]=[C:54]([O:58][CH3:59])[CH:53]=2)=[CH:46][C:45]=1[C:61]1[N:65]([CH3:66])[N:64]=[CH:63][CH:62]=1.CCOCC. The product is [CH3:1][N:2]([CH3:7])[CH2:3][C:4]([NH:40][CH2:41][CH2:42][O:43][C:44]1[CH:49]=[CH:48][C:47]([NH:50][C:51](=[O:60])[C:52]2[CH:57]=[CH:56][CH:55]=[C:54]([O:58][CH3:59])[CH:53]=2)=[CH:46][C:45]=1[C:61]1[N:65]([CH3:66])[N:64]=[CH:63][CH:62]=1)=[O:5]. The yield is 0.430. (9) The reactants are [Li+].CC([N-]C(C)C)C.[Cl:9][C:10]([Cl:21])([Cl:20])[C@@H:11]1[N:15]2[CH2:16][CH2:17][CH2:18][C@H:14]2[C:13](=[O:19])[O:12]1.[CH2:22]([O:29][CH2:30]Cl)[C:23]1[CH:28]=[CH:27][CH:26]=[CH:25][CH:24]=1. The catalyst is C1COCC1. The product is [CH2:22]([O:29][CH2:30][C@@:14]12[CH2:18][CH2:17][CH2:16][N:15]1[C@@H:11]([C:10]([Cl:9])([Cl:20])[Cl:21])[O:12][C:13]2=[O:19])[C:23]1[CH:28]=[CH:27][CH:26]=[CH:25][CH:24]=1. The yield is 0.420.